This data is from Forward reaction prediction with 1.9M reactions from USPTO patents (1976-2016). The task is: Predict the product of the given reaction. Given the reactants [CH:1]1([C:4]2[CH:33]=[N:32][C:7]3[N:8]([C:13]([NH:15][CH:16]([C:21]4[CH:26]=[CH:25][C:24]([O:27][C:28]([F:31])([F:30])[F:29])=[CH:23][CH:22]=4)[C:17]([OH:20])([CH3:19])[CH3:18])=[O:14])[CH2:9][C:10](=[O:12])[NH:11][C:6]=3[CH:5]=2)[CH2:3][CH2:2]1, predict the reaction product. The product is: [CH:1]1([C:4]2[CH:33]=[N:32][C:7]3[N:8]([C:13]([NH:15][C@H:16]([C:21]4[CH:22]=[CH:23][C:24]([O:27][C:28]([F:29])([F:30])[F:31])=[CH:25][CH:26]=4)[C:17]([OH:20])([CH3:19])[CH3:18])=[O:14])[CH2:9][C:10](=[O:12])[NH:11][C:6]=3[CH:5]=2)[CH2:3][CH2:2]1.